The task is: Predict the reaction yield, written as a fraction of the theoretical maximum amount of product (1.0 means a 100% yield; for example, 0.34 means a 34% yield).. This data is from Reaction yield outcomes from USPTO patents with 853,638 reactions. (1) The reactants are Cl[C:2]1[C:11]2[C:6](=[CH:7][CH:8]=[C:9]([O:12][C:13]([F:16])([F:15])[F:14])[CH:10]=2)[O:5][C:4](=[O:17])[CH:3]=1.[O:18]1[C:22]2[CH:23]=[CH:24][C:25]([CH2:27][N:28]3[CH2:33][CH2:32][CH:31]([NH2:34])[CH2:30][CH2:29]3)=[CH:26][C:21]=2[O:20][CH2:19]1.C(N(CC)CC)C. The catalyst is CN1CCCC1=O.O. The product is [O:18]1[C:22]2[CH:23]=[CH:24][C:25]([CH2:27][N:28]3[CH2:33][CH2:32][CH:31]([NH:34][C:2]4[C:11]5[C:6](=[CH:7][CH:8]=[C:9]([O:12][C:13]([F:16])([F:15])[F:14])[CH:10]=5)[O:5][C:4](=[O:17])[CH:3]=4)[CH2:30][CH2:29]3)=[CH:26][C:21]=2[O:20][CH2:19]1. The yield is 0.520. (2) The product is [C:4]1([N:7]([C:8]2[CH:13]=[CH:12][CH:11]=[CH:10][CH:9]=2)[C:14]2[CH:19]=[CH:18][C:17]([NH:21][C:22]3[C:31]4[C:26](=[CH:27][CH:28]=[CH:29][CH:30]=4)[CH:25]=[CH:24][CH:23]=3)=[CH:16][CH:15]=2)[CH:5]=[CH:6][CH:1]=[CH:2][CH:3]=1. The catalyst is [CH-]1C(P(C2C=CC=CC=2)C2C=CC=CC=2)=CC=C1.[CH-]1C(P(C2C=CC=CC=2)C2C=CC=CC=2)=CC=C1.[Fe+2].CCCCCC.C1(C)C=CC=CC=1. The reactants are [CH:1]1[CH:6]=[CH:5][C:4]([N:7]([C:14]2[CH:19]=[CH:18][C:17](Br)=[CH:16][CH:15]=2)[C:8]2[CH:13]=[CH:12][CH:11]=[CH:10][CH:9]=2)=[CH:3][CH:2]=1.[NH2:21][C:22]1[C:31]2[C:26](=[CH:27][CH:28]=[CH:29][CH:30]=2)[CH:25]=[CH:24][CH:23]=1.CC(C)([O-])C.[Na+].C1(C)C(C)=CC=CC=1. The yield is 0.460. (3) The product is [Br:3][C:4]1[C:13]2[C:8](=[CH:9][CH:10]=[C:11]([S:14]([N:17]([CH2:18][C:19]3[CH:20]=[CH:21][CH:22]=[CH:23][CH:24]=3)[CH2:25][C:26]3[CH:27]=[CH:28][CH:29]=[CH:30][CH:31]=3)(=[O:16])=[O:15])[CH:12]=2)[CH:7]=[CH:6][C:5]=1[N:32]([CH2:43][CH:42]=[CH:41][Cl:40])[C:33](=[O:39])[O:34][C:35]([CH3:36])([CH3:38])[CH3:37]. The reactants are [H-].[Na+].[Br:3][C:4]1[C:13]2[C:8](=[CH:9][CH:10]=[C:11]([S:14]([N:17]([CH2:25][C:26]3[CH:31]=[CH:30][CH:29]=[CH:28][CH:27]=3)[CH2:18][C:19]3[CH:24]=[CH:23][CH:22]=[CH:21][CH:20]=3)(=[O:16])=[O:15])[CH:12]=2)[CH:7]=[CH:6][C:5]=1[NH:32][C:33](=[O:39])[O:34][C:35]([CH3:38])([CH3:37])[CH3:36].[Cl:40][CH:41]=[CH:42][CH2:43]Cl. The yield is 0.950. The catalyst is CN(C=O)C. (4) The reactants are [CH3:1][C:2]1[CH:7]=[C:6]([CH3:8])[N:5]2[N:9]=[C:10]([SH:12])[N:11]=[C:4]2[N:3]=1.Br[CH2:14][CH2:15][O:16][CH:17]1[CH2:22][CH2:21][CH2:20][CH2:19][CH2:18]1. No catalyst specified. The product is [CH:17]1([O:16][CH2:15][CH2:14][S:12][C:10]2[N:11]=[C:4]3[N:3]=[C:2]([CH3:1])[CH:7]=[C:6]([CH3:8])[N:5]3[N:9]=2)[CH2:22][CH2:21][CH2:20][CH2:19][CH2:18]1. The yield is 0.780. (5) The reactants are [N:1]([CH2:4][CH2:5][CH2:6][N:7]1[CH:11]=[CH:10][C:9]([C:12]2[CH:17]=[CH:16][C:15]([F:18])=[CH:14][CH:13]=2)=[C:8]1[C:19]1[CH:24]=[CH:23][N:22]=[CH:21][CH:20]=1)=[N+]=[N-]. The catalyst is [Pd].C(O)C. The product is [NH2:1][CH2:4][CH2:5][CH2:6][N:7]1[CH:11]=[CH:10][C:9]([C:12]2[CH:13]=[CH:14][C:15]([F:18])=[CH:16][CH:17]=2)=[C:8]1[C:19]1[CH:24]=[CH:23][N:22]=[CH:21][CH:20]=1. The yield is 0.470. (6) The yield is 0.250. The product is [ClH:1].[CH3:21][S:18]([C:12]1[CH:13]=[CH:14][C:15]([N:24]2[CH2:29][CH2:28][NH:27][CH2:26][CH2:25]2)=[CH:16][C:11]=1[NH:10][CH:8]([C:6]1[CH:5]=[CH:4][CH:3]=[CH:2][CH:7]=1)[CH3:9])(=[O:20])=[O:19]. The catalyst is C(#N)C. The reactants are [Cl:1][C:2]1[CH:3]=[CH:4][C:5](OC)=[C:6]([CH:8]([NH:10][C:11]2[CH:16]=[C:15](F)[CH:14]=[CH:13][C:12]=2[S:18]([CH3:21])(=[O:20])=[O:19])[CH3:9])[CH:7]=1.[NH:24]1[CH2:29][CH2:28][NH:27][CH2:26][CH2:25]1.C(N(CC)C(C)C)(C)C. (7) The reactants are [O:1]=[C:2]1[C:11]2[CH:10]=[CH:9][CH:8]=[C:7]3[NH:12][CH:13]([C:21]4[CH:28]=[CH:27][C:24]([CH:25]=O)=[CH:23][CH:22]=4)[CH:14]([C:15]4[CH:20]=[CH:19][CH:18]=[CH:17][CH:16]=4)[C:5]([C:6]=23)=[N:4][NH:3]1.C(O)(=O)C.[N:33]1(C(OC(C)(C)C)=O)[CH2:38][CH2:37][NH:36][CH2:35][CH2:34]1. The catalyst is ClCCl. The product is [C:15]1([CH:14]2[C:5]3=[N:4][NH:3][C:2](=[O:1])[C:11]4[CH:10]=[CH:9][CH:8]=[C:7]([C:6]=43)[NH:12][CH:13]2[C:21]2[CH:22]=[CH:23][C:24]([CH2:25][N:33]3[CH2:38][CH2:37][NH:36][CH2:35][CH2:34]3)=[CH:27][CH:28]=2)[CH:20]=[CH:19][CH:18]=[CH:17][CH:16]=1. The yield is 0.460. (8) The reactants are [NH2:1][C:2]1[CH:3]=[C:4]2[C:9](=[CH:10][CH:11]=1)[N:8]=[CH:7][C:6]([C:12]#[N:13])=[C:5]2[NH:14][C:15]1[CH:20]=[CH:19][C:18]([F:21])=[C:17]([Cl:22])[CH:16]=1.[O:23]1[CH2:28][CH2:27][N:26]([S:29]([C:32]2[CH:39]=[CH:38][C:35]([CH:36]=O)=[CH:34][CH:33]=2)(=[O:31])=[O:30])[CH2:25][CH2:24]1.[BH3-]C#N.[Na+]. The catalyst is CCO. The product is [O:23]1[CH2:28][CH2:27][N:26]([S:29]([C:32]2[CH:39]=[CH:38][C:35]([CH2:36][NH:1][C:2]3[CH:3]=[C:4]4[C:9](=[CH:10][CH:11]=3)[N:8]=[CH:7][C:6]([C:12]#[N:13])=[C:5]4[NH:14][C:15]3[CH:20]=[CH:19][C:18]([F:21])=[C:17]([Cl:22])[CH:16]=3)=[CH:34][CH:33]=2)(=[O:31])=[O:30])[CH2:25][CH2:24]1. The yield is 0.530. (9) The reactants are C(OC([N:11]1[CH2:16][CH2:15][C:14]([F:18])([F:17])[CH2:13][C@@H:12]1[C:19]([NH:21][C@H:22]([C:24]1[CH:33]=[CH:32][C:27]([C:28]([O:30][CH3:31])=[O:29])=[CH:26][CH:25]=1)[CH3:23])=[O:20])=O)C1C=CC=CC=1. The catalyst is CO.[Pd]. The yield is 0.730. The product is [F:18][C:14]1([F:17])[CH2:15][CH2:16][NH:11][C@@H:12]([C:19]([NH:21][C@H:22]([C:24]2[CH:33]=[CH:32][C:27]([C:28]([O:30][CH3:31])=[O:29])=[CH:26][CH:25]=2)[CH3:23])=[O:20])[CH2:13]1. (10) The reactants are [NH2:1][C:2]1O[N:5]=[C:4]([C:7]([CH3:11])([CH3:10])[CH2:8][OH:9])[CH:3]=1.[CH3:12][NH:13]N. The catalyst is CCO. The product is [NH2:1][C:2]1[N:13]([CH3:12])[N:5]=[C:4]([C:7]([CH3:11])([CH3:10])[CH2:8][OH:9])[CH:3]=1. The yield is 0.220.